Dataset: Catalyst prediction with 721,799 reactions and 888 catalyst types from USPTO. Task: Predict which catalyst facilitates the given reaction. (1) Reactant: [CH2:1](OC1CCCCO1)[CH2:2][CH2:3][CH2:4][CH2:5][CH2:6][CH2:7][CH2:8][CH2:9][CH2:10][C:11]#[C:12][CH2:13][CH3:14].C(Br)(Br)(Br)[Br:23].C1(P(C2C=CC=CC=2)C2C=CC=CC=2)C=CC=CC=1. Product: [Br:23][CH2:1][CH2:2][CH2:3][CH2:4][CH2:5][CH2:6][CH2:7][CH2:8][CH2:9][CH2:10][C:11]#[C:12][CH2:13][CH3:14]. The catalyst class is: 4. (2) Reactant: Cl[C:2]1[CH:7]=[C:6]([NH:8]C(=O)OC(C)(C)C)[N:5]2[N:16]=[CH:17][C:18]([CH:19]=[O:20])=[C:4]2[N:3]=1.O1CCOCC1.[Cl:27][C:28]1[CH:29]=[C:30]([CH:32]=[CH:33][CH:34]=1)[NH2:31]. Product: [NH2:8][C:6]1[N:5]2[N:16]=[CH:17][C:18]([CH:19]=[O:20])=[C:4]2[N:3]=[C:2]([NH:31][C:30]2[CH:32]=[CH:33][CH:34]=[C:28]([Cl:27])[CH:29]=2)[CH:7]=1. The catalyst class is: 6. (3) Reactant: [Cl:1][C:2]1[N:6]([CH3:7])[N:5]=[CH:4][C:3]=1[C:8](N(OC)C)=[O:9].[H-].C([Al+]CC(C)C)C(C)C.S([O-])([O-])(=O)=O.[Mg+2]. Product: [Cl:1][C:2]1[N:6]([CH3:7])[N:5]=[CH:4][C:3]=1[CH:8]=[O:9]. The catalyst class is: 7. (4) Reactant: Br[CH2:2][CH2:3][CH2:4][O:5][C:6]1[CH:13]=[CH:12][C:9]([C:10]#[N:11])=[CH:8][CH:7]=1.[C:14]1(=[O:24])[NH:18][C:17](=[O:19])[C:16]2=[CH:20][CH:21]=[CH:22][CH:23]=[C:15]12.[K]. Product: [O:19]=[C:17]1[C:16]2[C:15](=[CH:23][CH:22]=[CH:21][CH:20]=2)[C:14](=[O:24])[N:18]1[CH2:2][CH2:3][CH2:4][O:5][C:6]1[CH:13]=[CH:12][C:9]([C:10]#[N:11])=[CH:8][CH:7]=1. The catalyst class is: 3.